From a dataset of Catalyst prediction with 721,799 reactions and 888 catalyst types from USPTO. Predict which catalyst facilitates the given reaction. (1) Reactant: [C:1]1([N:7]2[C:11]([C:12]([Cl:15])([Cl:14])[Cl:13])=[N:10][C:9]([C:16]([OH:18])=O)=[N:8]2)[CH:6]=[CH:5][CH:4]=[CH:3][CH:2]=1.[NH2:19][C:20]1[CH:25]=[CH:24][C:23]([S:26]([NH:29][CH2:30][C:31]([O:33][CH3:34])=[O:32])(=[O:28])=[O:27])=[CH:22][C:21]=1[Cl:35].P(Cl)(Cl)(Cl)=O. Product: [Cl:35][C:21]1[CH:22]=[C:23]([S:26]([NH:29][CH2:30][C:31]([O:33][CH3:34])=[O:32])(=[O:28])=[O:27])[CH:24]=[CH:25][C:20]=1[NH:19][C:16]([C:9]1[N:10]=[C:11]([C:12]([Cl:13])([Cl:14])[Cl:15])[N:7]([C:1]2[CH:2]=[CH:3][CH:4]=[CH:5][CH:6]=2)[N:8]=1)=[O:18]. The catalyst class is: 17. (2) Reactant: [F:1][C:2]1[CH:10]=[C:9]2[C:5]([CH:6]=[CH:7][NH:8]2)=[C:4]([C:11]2[CH:16]=[C:15]([N:17]3[CH2:22][CH2:21][O:20][CH2:19][CH2:18]3)[N:14]=[C:13](S(C)(=O)=O)[N:12]=2)[CH:3]=1.[NH2:27][CH2:28][C:29]1[CH:30]=[N:31][CH:32]=[CH:33][CH:34]=1.CCN(C(C)C)C(C)C.FC1C=C2C(C=CN2)=C(C2C=C(N3CCOCC3)N=C(NCCC3C=NC=CC=3)N=2)C=1. Product: [F:1][C:2]1[CH:10]=[C:9]2[C:5]([CH:6]=[CH:7][NH:8]2)=[C:4]([C:11]2[CH:16]=[C:15]([N:17]3[CH2:22][CH2:21][O:20][CH2:19][CH2:18]3)[N:14]=[C:13]([NH:27][CH2:28][C:29]3[CH:30]=[N:31][CH:32]=[CH:33][CH:34]=3)[N:12]=2)[CH:3]=1. The catalyst class is: 12. (3) Reactant: [CH:1]1([C:4]2[CH:5]=[CH:6][C:7](=[O:26])[N:8]([CH2:11][CH2:12][C:13]3[CH:25]=[CH:24][C:16]([C:17]([O:19][C:20]([CH3:23])([CH3:22])[CH3:21])=[O:18])=[CH:15][CH:14]=3)[C:9]=2[CH3:10])[CH2:3][CH2:2]1.[Br:27]N1C(=O)CCC1=O.O. The catalyst class is: 15. Product: [Br:27][C:6]1[C:7](=[O:26])[N:8]([CH2:11][CH2:12][C:13]2[CH:14]=[CH:15][C:16]([C:17]([O:19][C:20]([CH3:22])([CH3:21])[CH3:23])=[O:18])=[CH:24][CH:25]=2)[C:9]([CH3:10])=[C:4]([CH:1]2[CH2:2][CH2:3]2)[CH:5]=1. (4) Reactant: C(CC(N[CH2:7][CH2:8][CH:9]([NH:12][C:13](=[O:17])[CH2:14][C:15]#[N:16])[CH2:10][CH3:11])=O)#N.[OH:18][C:19]1[CH:20]=[C:21]([CH:24]=[C:25]([OH:28])[C:26]=1[OH:27])[CH:22]=O. Product: [C:15]([C:14](=[C:22]([CH2:7][CH2:8][CH:9]([NH:12][C:13](=[O:17])[C:14]([C:15]#[N:16])=[CH:22][C:21]1[CH:20]=[C:19]([OH:18])[C:26]([OH:27])=[C:25]([OH:28])[CH:24]=1)[CH2:10][CH3:11])[C:21]1[CH:20]=[C:19]([OH:18])[C:26]([OH:27])=[C:25]([OH:28])[CH:24]=1)[C:13]([NH2:12])=[O:17])#[N:16]. The catalyst class is: 495. (5) Reactant: Br[CH2:2][C:3]1[C:7]([Cl:8])=[CH:6][N:5]([CH3:9])[N:4]=1.[CH3:10][C:11]1[N:16]=[C:15]([SH:17])[N:14]=[C:13]([OH:18])[CH:12]=1.C(N(CC)CC)C. Product: [Cl:8][C:7]1[C:3]([CH2:2][S:17][C:15]2[N:14]=[C:13]([OH:18])[CH:12]=[C:11]([CH3:10])[N:16]=2)=[N:4][N:5]([CH3:9])[CH:6]=1. The catalyst class is: 8. (6) Reactant: [F:1][C:2]1[CH:7]=[CH:6][C:5]([CH2:8][CH2:9][CH2:10][NH:11][C@H:12]2[CH2:17][CH2:16][C@H:15]([C:18]3[CH:27]=[CH:26][C:21]4[NH:22][C:23](=[O:25])[S:24][C:20]=4[CH:19]=3)[CH2:14][CH2:13]2)=[CH:4][CH:3]=1.O.[C:29](O[BH-](OC(=O)C)OC(=O)C)(=O)C.[Na+].[OH-].[Na+]. Product: [F:1][C:2]1[CH:7]=[CH:6][C:5]([CH2:8][CH2:9][CH2:10][N:11]([CH3:29])[C@H:12]2[CH2:17][CH2:16][C@H:15]([C:18]3[CH:27]=[CH:26][C:21]4[NH:22][C:23](=[O:25])[S:24][C:20]=4[CH:19]=3)[CH2:14][CH2:13]2)=[CH:4][CH:3]=1. The catalyst class is: 5. (7) Reactant: [C:1]([OH:11])(=[O:10])[C:2]1[NH:9][C:7](=[O:8])[NH:6][C:4](=[O:5])[CH:3]=1.N12CCCN=C1CCC[CH2:14][CH2:13]2.O. Product: [O:8]=[C:7]1[NH:9][C:2]([C:1]([O:11][CH2:13][CH3:14])=[O:10])=[CH:3][C:4](=[O:5])[NH:6]1. The catalyst class is: 3. (8) Reactant: [C:1]([CH2:4][C:5]1[N:6]=[C:7]([S:10][C:11]([CH3:16])([CH3:15])[C:12]([OH:14])=[O:13])[S:8][CH:9]=1)(O)=[O:2]. Product: [OH:2][CH2:1][CH2:4][C:5]1[N:6]=[C:7]([S:10][C:11]([CH3:16])([CH3:15])[C:12]([OH:14])=[O:13])[S:8][CH:9]=1. The catalyst class is: 7. (9) Reactant: [OH-].[Na+].[NH2:3][C:4]1[CH:5]=[CH:6][CH:7]=[C:8]2[C:13]=1[N:12]=[CH:11][N:10]=[C:9]2NNS(C1C=CC(C)=CC=1)(=O)=O. Product: [N:12]1[C:13]2[C:8](=[CH:7][CH:6]=[CH:5][C:4]=2[NH2:3])[CH:9]=[N:10][CH:11]=1. The catalyst class is: 14. (10) The catalyst class is: 19. Product: [F:1][C:2]1[CH:3]=[C:4]([CH:10]=[CH:11][C:12]=1[CH2:13][CH2:14][CH2:15][CH2:16][CH2:17][CH2:18][C:19]1[CH:20]=[CH:21][CH:22]=[CH:23][CH:24]=1)[C:5]([O:7][CH2:8][CH3:9])=[O:6]. Reactant: [F:1][C:2]1[CH:3]=[C:4]([CH:10]=[CH:11][C:12]=1[C:13]#[C:14][CH2:15][CH2:16][CH2:17][CH2:18][C:19]1[CH:24]=[CH:23][CH:22]=[CH:21][CH:20]=1)[C:5]([O:7][CH2:8][CH3:9])=[O:6].